From a dataset of NCI-60 drug combinations with 297,098 pairs across 59 cell lines. Regression. Given two drug SMILES strings and cell line genomic features, predict the synergy score measuring deviation from expected non-interaction effect. (1) Drug 1: CC1=C(C=C(C=C1)C(=O)NC2=CC(=CC(=C2)C(F)(F)F)N3C=C(N=C3)C)NC4=NC=CC(=N4)C5=CN=CC=C5. Drug 2: C1=NC(=NC(=O)N1C2C(C(C(O2)CO)O)O)N. Cell line: CAKI-1. Synergy scores: CSS=-1.78, Synergy_ZIP=-9.57, Synergy_Bliss=-21.4, Synergy_Loewe=-30.9, Synergy_HSA=-23.5. (2) Drug 1: C1CCC(CC1)NC(=O)N(CCCl)N=O. Drug 2: CC1=C(C=C(C=C1)NC(=O)C2=CC=C(C=C2)CN3CCN(CC3)C)NC4=NC=CC(=N4)C5=CN=CC=C5. Cell line: CCRF-CEM. Synergy scores: CSS=24.1, Synergy_ZIP=-0.0947, Synergy_Bliss=-0.478, Synergy_Loewe=-7.70, Synergy_HSA=-1.73. (3) Drug 1: CS(=O)(=O)CCNCC1=CC=C(O1)C2=CC3=C(C=C2)N=CN=C3NC4=CC(=C(C=C4)OCC5=CC(=CC=C5)F)Cl. Drug 2: CC1C(C(CC(O1)OC2CC(OC(C2O)C)OC3=CC4=CC5=C(C(=O)C(C(C5)C(C(=O)C(C(C)O)O)OC)OC6CC(C(C(O6)C)O)OC7CC(C(C(O7)C)O)OC8CC(C(C(O8)C)O)(C)O)C(=C4C(=C3C)O)O)O)O. Cell line: M14. Synergy scores: CSS=44.0, Synergy_ZIP=1.29, Synergy_Bliss=1.10, Synergy_Loewe=-23.8, Synergy_HSA=-1.79. (4) Drug 1: CN(C(=O)NC(C=O)C(C(C(CO)O)O)O)N=O. Drug 2: C1C(C(OC1N2C=NC3=C2NC=NCC3O)CO)O. Cell line: SNB-75. Synergy scores: CSS=4.55, Synergy_ZIP=-2.21, Synergy_Bliss=-0.157, Synergy_Loewe=2.49, Synergy_HSA=1.85.